Dataset: Catalyst prediction with 721,799 reactions and 888 catalyst types from USPTO. Task: Predict which catalyst facilitates the given reaction. (1) Reactant: C(N(CC)CC)C.[NH2:8][C:9]1[N:17]=[C:16]([F:18])[CH:15]=[CH:14][C:10]=1[C:11]([OH:13])=O.[CH3:19][C:20]1[CH:25]=[CH:24][C:23]([O:26][C:27]2[CH:34]=[CH:33][C:30]([CH2:31][NH2:32])=[CH:29][CH:28]=2)=[CH:22][CH:21]=1.CN([P+](ON1N=NC2C=CC=CC1=2)(N(C)C)N(C)C)C.F[P-](F)(F)(F)(F)F. Product: [CH3:19][C:20]1[CH:25]=[CH:24][C:23]([O:26][C:27]2[CH:34]=[CH:33][C:30]([CH2:31][NH:32][C:11](=[O:13])[C:10]3[CH:14]=[CH:15][C:16]([F:18])=[N:17][C:9]=3[NH2:8])=[CH:29][CH:28]=2)=[CH:22][CH:21]=1. The catalyst class is: 3. (2) Reactant: [NH2:1][C:2]1[CH:37]=[CH:36][C:5]([O:6][C:7]2[CH:12]=[CH:11][N:10]=[C:9]3[CH:13]=[C:14]([C:16]4[N:17]=[CH:18][N:19]([CH2:21][CH2:22][N:23]5[CH2:28][CH2:27][N:26]([C:29]([O:31][C:32]([CH3:35])([CH3:34])[CH3:33])=[O:30])[CH2:25][CH2:24]5)[CH:20]=4)[S:15][C:8]=23)=[C:4]([F:38])[CH:3]=1.[N:39]1[CH:44]=[CH:43][CH:42]=C[CH:40]=1.ClC(OC1C=CC=CC=1)=[O:47].C1(N)CC1. Product: [CH:44]1([NH:39][C:40](=[O:47])[NH:1][C:2]2[CH:37]=[CH:36][C:5]([O:6][C:7]3[CH:12]=[CH:11][N:10]=[C:9]4[CH:13]=[C:14]([C:16]5[N:17]=[CH:18][N:19]([CH2:21][CH2:22][N:23]6[CH2:24][CH2:25][N:26]([C:29]([O:31][C:32]([CH3:35])([CH3:33])[CH3:34])=[O:30])[CH2:27][CH2:28]6)[CH:20]=5)[S:15][C:8]=34)=[C:4]([F:38])[CH:3]=2)[CH2:42][CH2:43]1. The catalyst class is: 3. (3) Reactant: [OH:1][C:2]1[CH:11]=[CH:10][C:9]2[C:4](=[CH:5][CH:6]=[CH:7][CH:8]=2)[N:3]=1.[Cl:12][S:13](O)(=[O:15])=[O:14]. Product: [O:1]=[C:2]1[CH:11]=[CH:10][C:9]2[C:4](=[CH:5][CH:6]=[C:7]([S:13]([Cl:12])(=[O:15])=[O:14])[CH:8]=2)[NH:3]1. The catalyst class is: 4. (4) Product: [Br:1][C:2]1[CH:3]=[CH:4][C:5]([Cl:11])=[C:6]([C:7]([C:18]2[CH:19]=[CH:20][C:15]([O:14][CH2:12][CH3:13])=[C:16]([F:22])[C:17]=2[F:21])=[O:8])[CH:10]=1. The catalyst class is: 4. Reactant: [Br:1][C:2]1[CH:3]=[CH:4][C:5]([Cl:11])=[C:6]([CH:10]=1)[C:7](Cl)=[O:8].[CH2:12]([O:14][C:15]1[CH:20]=[CH:19][CH:18]=[C:17]([F:21])[C:16]=1[F:22])[CH3:13].[Cl-].[Cl-].[Cl-].[Al+3].